Dataset: NCI-60 drug combinations with 297,098 pairs across 59 cell lines. Task: Regression. Given two drug SMILES strings and cell line genomic features, predict the synergy score measuring deviation from expected non-interaction effect. (1) Drug 1: C1CN1C2=NC(=NC(=N2)N3CC3)N4CC4. Drug 2: COC1=CC(=CC(=C1O)OC)C2C3C(COC3=O)C(C4=CC5=C(C=C24)OCO5)OC6C(C(C7C(O6)COC(O7)C8=CC=CS8)O)O. Cell line: DU-145. Synergy scores: CSS=74.6, Synergy_ZIP=-1.40, Synergy_Bliss=-1.27, Synergy_Loewe=0.0659, Synergy_HSA=2.74. (2) Drug 1: C1=C(C(=O)NC(=O)N1)F. Synergy scores: CSS=21.9, Synergy_ZIP=7.03, Synergy_Bliss=4.00, Synergy_Loewe=4.24, Synergy_HSA=4.25. Cell line: MDA-MB-435. Drug 2: B(C(CC(C)C)NC(=O)C(CC1=CC=CC=C1)NC(=O)C2=NC=CN=C2)(O)O.